This data is from Full USPTO retrosynthesis dataset with 1.9M reactions from patents (1976-2016). The task is: Predict the reactants needed to synthesize the given product. (1) Given the product [CH2:10]([CH:11]([CH2:12][CH3:13])[C:21]([Cl:1])=[N:18][OH:16])[CH3:9], predict the reactants needed to synthesize it. The reactants are: [Cl:1]N1C(=O)CCC1=O.[C:9]1(C)C=[CH:13][CH:12]=[CH:11][CH:10]=1.[OH2:16].C[N:18]([CH3:21])C=O. (2) Given the product [CH:25]1([C:23]([N:20]2[CH2:21][CH2:22][C@@H:18]([CH2:17][N:9]3[C:10]4[CH:15]=[CH:14][N:13]=[CH:12][C:11]=4[N:16]=[C:8]3[C:5]3[CH:6]=[CH:7][C:2]([C:34]4[CH:39]=[CH:38][N:37]=[C:36]5[NH:40][CH:41]=[CH:42][C:35]=45)=[CH:3][CH:4]=3)[CH2:19]2)=[O:24])[CH2:27][CH2:26]1, predict the reactants needed to synthesize it. The reactants are: Br[C:2]1[CH:7]=[CH:6][C:5]([C:8]2[N:9]([CH2:17][C@@H:18]3[CH2:22][CH2:21][N:20]([C:23]([CH:25]4[CH2:27][CH2:26]4)=[O:24])[CH2:19]3)[C:10]3[CH:15]=[CH:14][N:13]=[CH:12][C:11]=3[N:16]=2)=[CH:4][CH:3]=1.C([O-])(=O)C.[K+].Br[C:34]1[CH:39]=[CH:38][N:37]=[C:36]2[NH:40][CH:41]=[CH:42][C:35]=12.C(=O)([O-])[O-].[K+].[K+]. (3) Given the product [CH3:1][C:2]1[N:3]=[C:4]2[S:19][CH:18]=[CH:17][N:5]2[C:6](=[O:16])[C:7]=1[C:25]1[CH:26]=[CH:27][C:22]([C:21]([F:32])([F:31])[F:20])=[CH:23][CH:24]=1, predict the reactants needed to synthesize it. The reactants are: [CH3:1][C:2]1[N:3]=[C:4]2[S:19][CH:18]=[CH:17][N:5]2[C:6](=[O:16])[C:7]=1C1C=CC(C#N)=CC=1.[F:20][C:21]([F:32])([F:31])[C:22]1[CH:27]=[CH:26][C:25](B(O)O)=[CH:24][CH:23]=1.C(=O)([O-])[O-].[Na+].[Na+].FC1C=C(C2C(=O)N3C=CSC3=NC=2C)C=C(F)C=1. (4) Given the product [Cl:1][C:2]1[CH:3]=[C:4]([NH:9][C:10]2[C:15]([C:16]#[N:17])=[CH:14][N:13]=[C:12]3[S:18][C:19]4[CH2:20][NH:21][CH2:22][CH2:23][C:24]=4[C:11]=23)[CH:5]=[CH:6][C:7]=1[F:8], predict the reactants needed to synthesize it. The reactants are: [Cl:1][C:2]1[CH:3]=[C:4]([NH:9][C:10]2[C:15]([C:16]#[N:17])=[CH:14][N:13]=[C:12]3[S:18][C:19]4[CH2:20][N:21](C(OC(C)(C)C)=O)[CH2:22][CH2:23][C:24]=4[C:11]=23)[CH:5]=[CH:6][C:7]=1[F:8].Cl.O1CCOCC1. (5) Given the product [C:25]([NH:24][C:21]1[CH:22]=[CH:23][C:18]([S:15]([NH:14][C:11]2[CH:12]=[CH:13][C:8]([N:5]3[CH2:6][CH2:7][CH:2]([NH:28][CH2:29][CH:30]([C:32]4[CH:33]=[C:34]5[C:38](=[C:39]([C:41]([NH2:43])=[O:42])[CH:40]=4)[NH:37][CH:36]=[CH:35]5)[OH:31])[CH2:3][CH2:4]3)=[CH:9][CH:10]=2)(=[O:16])=[O:17])=[CH:19][CH:20]=1)(=[O:27])[CH3:26], predict the reactants needed to synthesize it. The reactants are: O=[C:2]1[CH2:7][CH2:6][N:5]([C:8]2[CH:13]=[CH:12][C:11]([NH:14][S:15]([C:18]3[CH:23]=[CH:22][C:21]([NH:24][C:25](=[O:27])[CH3:26])=[CH:20][CH:19]=3)(=[O:17])=[O:16])=[CH:10][CH:9]=2)[CH2:4][CH2:3]1.[NH2:28][CH2:29][CH:30]([C:32]1[CH:33]=[C:34]2[C:38](=[C:39]([C:41]([NH2:43])=[O:42])[CH:40]=1)[NH:37][CH:36]=[CH:35]2)[OH:31]. (6) Given the product [F:7][C:8]1[CH:14]=[CH:13][C:12]([CH3:15])=[C:11]([NH:1][S:17]([CH3:16])(=[O:19])=[O:18])[CH:9]=1, predict the reactants needed to synthesize it. The reactants are: [N:1]1C=CC=CC=1.[F:7][C:8]1[CH:14]=[CH:13][C:12]([CH3:15])=[CH:11][C:9]=1N.[CH3:16][S:17](Cl)(=[O:19])=[O:18]. (7) Given the product [I-:38].[CH3:37][N+:34]1([CH2:39][O:40][C:41](=[O:51])[NH:42][C@H:43]([C:45]2[CH:50]=[CH:49][CH:48]=[CH:47][CH:46]=2)[CH3:44])[CH2:33][CH2:32][N:31]([CH2:30][C:27]2[CH:28]=[CH:29][C:24]([C:22](=[O:23])[NH:21][C:5]3[CH:4]=[CH:3][C:2]([CH3:1])=[C:7]([NH:8][C:9]4[N:14]=[C:13]([C:15]5[CH:20]=[N:19][CH:18]=[CH:17][CH:16]=5)[CH:12]=[CH:11][N:10]=4)[CH:6]=3)=[CH:25][CH:26]=2)[CH2:36][CH2:35]1, predict the reactants needed to synthesize it. The reactants are: [CH3:1][C:2]1[CH:3]=[CH:4][C:5]([NH:21][C:22]([C:24]2[CH:25]=[CH:26][C:27]([CH2:30][N:31]3[CH2:36][CH2:35][N:34]([CH3:37])[CH2:33][CH2:32]3)=[CH:28][CH:29]=2)=[O:23])=[CH:6][C:7]=1[NH:8][C:9]1[N:10]=[CH:11][CH:12]=[C:13]([C:15]2[CH:16]=[CH:17][CH:18]=[N:19][CH:20]=2)[N:14]=1.[I:38][CH2:39][O:40][C:41](=[O:51])[NH:42][C@H:43]([C:45]1[CH:50]=[CH:49][CH:48]=[CH:47][CH:46]=1)[CH3:44]. (8) Given the product [CH2:1]([O:3][CH2:4][C:5]1[N:6]([CH2:18][CH2:19][CH2:20][CH2:21][CH2:22][C:23]([NH:31][CH2:28][CH2:29][CH3:30])=[O:25])[C:7]2[C:16]3[CH:15]=[CH:14][CH:13]=[CH:12][C:11]=3[N:10]=[CH:9][C:8]=2[N:17]=1)[CH3:2], predict the reactants needed to synthesize it. The reactants are: [CH2:1]([O:3][CH2:4][C:5]1[N:6]([CH2:18][CH2:19][CH2:20][CH2:21][CH2:22][C:23]([O:25]CC)=O)[C:7]2[C:16]3[CH:15]=[CH:14][CH:13]=[CH:12][C:11]=3[N:10]=[CH:9][C:8]=2[N:17]=1)[CH3:2].[CH2:28]([NH2:31])[CH2:29][CH3:30].